Task: Predict the reaction yield, written as a fraction of the theoretical maximum amount of product (1.0 means a 100% yield; for example, 0.34 means a 34% yield).. Dataset: Reaction yield outcomes from USPTO patents with 853,638 reactions (1) The reactants are C([Li])(C)(C)C.[F:6][C:7]1[CH:12]=[C:11](I)[CH:10]=[C:9]([F:14])[C:8]=1[O:15][CH3:16].[Br:17][C:18]1[CH:19]=[C:20]([C:25]([C:33]2[C:34]([C:39]#[N:40])=[N:35][CH:36]=[CH:37][CH:38]=2)=[N:26]S(C(C)(C)C)=O)[CH:21]=[CH:22][C:23]=1[F:24].Cl.CO. The yield is 0.190. The product is [Br:17][C:18]1[CH:19]=[C:20]([C:25]2([C:11]3[CH:12]=[C:7]([F:6])[C:8]([O:15][CH3:16])=[C:9]([F:14])[CH:10]=3)[C:33]3[C:34](=[N:35][CH:36]=[CH:37][CH:38]=3)[C:39]([NH2:40])=[N:26]2)[CH:21]=[CH:22][C:23]=1[F:24]. The catalyst is C1COCC1. (2) The reactants are [NH2:1][C:2]1[N:7]=[CH:6][C:5](/[CH:8]=[CH:9]/[C:10]([N:12]([CH2:14][C:15]2[S:19][C:18]3[C:20]([F:24])=[CH:21][CH:22]=[CH:23][C:17]=3[C:16]=2[Cl:25])[CH3:13])=[O:11])=[CH:4][CH:3]=1.Cl. The catalyst is C(Cl)Cl.CCOCC. The product is [ClH:25].[NH2:1][C:2]1[N:7]=[CH:6][C:5](/[CH:8]=[CH:9]/[C:10]([N:12]([CH2:14][C:15]2[S:19][C:18]3[C:20]([F:24])=[CH:21][CH:22]=[CH:23][C:17]=3[C:16]=2[Cl:25])[CH3:13])=[O:11])=[CH:4][CH:3]=1. The yield is 0.960. (3) The reactants are [CH3:1][O:2][C:3]([C:5]1[C:10](Cl)=[C:9]([NH2:12])[C:8]([F:13])=[C:7]([C:14]2[CH:19]=[CH:18][C:17]([Cl:20])=[CH:16][CH:15]=2)[N:6]=1)=[O:4].[CH2:21]([Sn](CCCC)(CCCC)C=C)[CH2:22]CC. The catalyst is C(#N)C.Cl[Pd](Cl)([P](C1C=CC=CC=1)(C1C=CC=CC=1)C1C=CC=CC=1)[P](C1C=CC=CC=1)(C1C=CC=CC=1)C1C=CC=CC=1. The product is [CH3:1][O:2][C:3]([C:5]1[C:10]([CH:21]=[CH2:22])=[C:9]([NH2:12])[C:8]([F:13])=[C:7]([C:14]2[CH:19]=[CH:18][C:17]([Cl:20])=[CH:16][CH:15]=2)[N:6]=1)=[O:4]. The yield is 0.0500.